Dataset: Peptide-MHC class I binding affinity with 185,985 pairs from IEDB/IMGT. Task: Regression. Given a peptide amino acid sequence and an MHC pseudo amino acid sequence, predict their binding affinity value. This is MHC class I binding data. (1) The peptide sequence is TSCAPMMQK. The MHC is HLA-B27:03 with pseudo-sequence HLA-B27:03. The binding affinity (normalized) is 0.0847. (2) The peptide sequence is AIKILIGFR. The MHC is HLA-A31:01 with pseudo-sequence HLA-A31:01. The binding affinity (normalized) is 0.764.